Dataset: Reaction yield outcomes from USPTO patents with 853,638 reactions. Task: Predict the reaction yield, written as a fraction of the theoretical maximum amount of product (1.0 means a 100% yield; for example, 0.34 means a 34% yield). (1) The reactants are [CH3:1][O:2][C:3]([C:5]1[NH:6][CH:7]=[CH:8][CH:9]=1)=[O:4].[Br:10]Br. The catalyst is C(Cl)(Cl)(Cl)Cl.II. The product is [CH3:1][O:2][C:3]([C:5]1[NH:6][C:7]([Br:10])=[CH:8][CH:9]=1)=[O:4]. The yield is 0.270. (2) The yield is 0.550. The reactants are [OH:1][CH2:2][CH2:3][CH2:4][N:5]1[C:9]2[CH:10]=[CH:11][C:12]([C:14]#N)=[CH:13][C:8]=2[N:7]=[N:6]1.C(O)=[O:17]. The catalyst is O. The product is [OH:1][CH2:2][CH2:3][CH2:4][N:5]1[C:9]2[CH:10]=[CH:11][C:12]([CH:14]=[O:17])=[CH:13][C:8]=2[N:7]=[N:6]1. (3) The reactants are [N-](S(C(F)(F)F)(=O)=O)S(C(F)(F)F)(=O)=O.[N-](S(C(F)(F)F)(=O)=O)S(C(F)(F)F)(=O)=O.C([N+]1C=CN(C)C=1)CCC.C([N+]1C=CN(C)C=1)CCC.[Cl:51][C:52]1[CH:57]=[CH:56][CH:55]=[CH:54][CH:53]=1.[C:58](Cl)(=[O:65])[C:59]1[CH:64]=[CH:63][CH:62]=[CH:61][CH:60]=1. The catalyst is N(S(C(F)(F)F)(=O)=O)S(C(F)(F)F)(=O)=O.N(S(C(F)(F)F)(=O)=O)S(C(F)(F)F)(=O)=O.[Ni+2]. The product is [Cl:51][C:52]1[CH:57]=[CH:56][CH:55]=[CH:54][C:53]=1[C:58]([C:59]1[CH:64]=[CH:63][CH:62]=[CH:61][CH:60]=1)=[O:65]. The yield is 0.740. (4) The reactants are [NH2:1][C:2]1[C:11]2[C:6](=[CH:7][CH:8]=[CH:9][CH:10]=2)[C:5]([O:12][C:13]2[CH:18]=[CH:17][N:16]=[C:15]3[NH:19][C:20](=[O:22])[NH:21][C:14]=23)=[CH:4][CH:3]=1.[Cl:23][C:24]1[CH:29]=[CH:28][C:27]([N:30]=[C:31]=[O:32])=[CH:26][C:25]=1[C:33]([F:36])([F:35])[F:34]. No catalyst specified. The product is [Cl:23][C:24]1[CH:29]=[CH:28][C:27]([NH:30][C:31]([NH:1][C:2]2[C:11]3[C:6](=[CH:7][CH:8]=[CH:9][CH:10]=3)[C:5]([O:12][C:13]3[CH:18]=[CH:17][N:16]=[C:15]4[NH:19][C:20](=[O:22])[NH:21][C:14]=34)=[CH:4][CH:3]=2)=[O:32])=[CH:26][C:25]=1[C:33]([F:34])([F:35])[F:36]. The yield is 0.150. (5) The reactants are C([N:8]1[CH2:13][CH2:12][C@@H:11]([O:14][CH3:15])[C@H:10]([NH:16][C:17](=[O:23])[O:18][C:19]([CH3:22])([CH3:21])[CH3:20])[CH2:9]1)C1C=CC=CC=1.[H][H]. The catalyst is CO.[Pd]. The product is [CH3:15][O:14][C@@H:11]1[CH2:12][CH2:13][NH:8][CH2:9][C@H:10]1[NH:16][C:17](=[O:23])[O:18][C:19]([CH3:21])([CH3:20])[CH3:22]. The yield is 1.00. (6) The reactants are [Br:1][C:2]1[C:3](F)=[C:4]2[C:10]([NH:11][C:12](=[O:16])[C@@H:13]([OH:15])[CH3:14])=[CH:9][NH:8][C:5]2=[N:6][CH:7]=1.[NH:18]1[CH2:22][CH2:21][C@@H:20]([NH:23][C:24](=[O:30])[O:25][C:26]([CH3:29])([CH3:28])[CH3:27])[CH2:19]1.CCN(C(C)C)C(C)C.CC#N.O. The catalyst is CCCCO. The product is [Br:1][C:2]1[C:3]([N:18]2[CH2:22][CH2:21][C@@H:20]([NH:23][C:24](=[O:30])[O:25][C:26]([CH3:28])([CH3:27])[CH3:29])[CH2:19]2)=[C:4]2[C:10]([NH:11][C:12](=[O:16])[C@@H:13]([OH:15])[CH3:14])=[CH:9][NH:8][C:5]2=[N:6][CH:7]=1. The yield is 0.650.